This data is from Catalyst prediction with 721,799 reactions and 888 catalyst types from USPTO. The task is: Predict which catalyst facilitates the given reaction. (1) Reactant: [CH2:1]([N:8]1[C@H:13]([CH2:14][CH3:15])[CH2:12][O:11][CH2:10][C:9]1=O)[C:2]1[CH:7]=[CH:6][CH:5]=[CH:4][CH:3]=1.[H-].[Al+3].[Li+].[H-].[H-].[H-]. Product: [CH2:1]([N:8]1[CH2:9][CH2:10][O:11][CH2:12][C@H:13]1[CH2:14][CH3:15])[C:2]1[CH:7]=[CH:6][CH:5]=[CH:4][CH:3]=1. The catalyst class is: 7. (2) Reactant: [SH:1][C:2]1[CH:17]=[CH:16][C:15]([N+:18]([O-:20])=[O:19])=[CH:14][C:3]=1[CH2:4][N:5]([CH3:13])[C:6](=[O:12])[O:7][C:8]([CH3:11])([CH3:10])[CH3:9].C([O-])([O-])=O.[K+].[K+].Cl[C:28]([F:33])([F:32])C([O-])=O.[Na+]. Product: [F:32][CH:28]([F:33])[S:1][C:2]1[CH:17]=[CH:16][C:15]([N+:18]([O-:20])=[O:19])=[CH:14][C:3]=1[CH2:4][N:5]([CH3:13])[C:6](=[O:12])[O:7][C:8]([CH3:9])([CH3:10])[CH3:11]. The catalyst class is: 18.